From a dataset of Full USPTO retrosynthesis dataset with 1.9M reactions from patents (1976-2016). Predict the reactants needed to synthesize the given product. (1) Given the product [CH3:20][C:21]1[O:22][C:23]([CH2:26][CH:27]2[CH2:32][CH2:31][N:30]([C:10](=[O:12])/[CH:9]=[CH:8]/[C:5]3[CH:6]=[CH:7][C:2]([CH3:1])=[CH:3][C:4]=3[CH2:13][N:14]3[N:18]=[N:17][C:16]([CH3:19])=[N:15]3)[CH2:29][CH2:28]2)=[N:24][N:25]=1, predict the reactants needed to synthesize it. The reactants are: [CH3:1][C:2]1[CH:7]=[CH:6][C:5](/[CH:8]=[CH:9]/[C:10]([OH:12])=O)=[C:4]([CH2:13][N:14]2[N:18]=[N:17][C:16]([CH3:19])=[N:15]2)[CH:3]=1.[CH3:20][C:21]1[O:22][C:23]([CH2:26][CH:27]2[CH2:32][CH2:31][NH:30][CH2:29][CH2:28]2)=[N:24][N:25]=1. (2) Given the product [CH3:20][CH:18]([N:11]1[C:12]2[C:13](=[N:14][CH:15]=[CH:16][CH:17]=2)[C:9]([C:6]2[CH:5]=[CH:4][C:3]([OH:2])=[N:8][CH:7]=2)=[N:10]1)[CH3:19], predict the reactants needed to synthesize it. The reactants are: C[O:2][C:3]1[N:8]=[CH:7][C:6]([C:9]2[C:13]3=[N:14][CH:15]=[CH:16][CH:17]=[C:12]3[N:11]([CH:18]([CH3:20])[CH3:19])[N:10]=2)=[CH:5][CH:4]=1.Cl. (3) Given the product [NH2:1][C:2]([O:4][CH2:5][C@@H:6]1[CH2:11][C:10]([C:12]2[N:13]=[C:14]([SH:17])[S:15][CH:16]=2)=[CH:9][CH2:8][N:7]1[C:27]([O:29][CH2:30][CH:31]=[CH2:32])=[O:28])=[O:3], predict the reactants needed to synthesize it. The reactants are: [NH2:1][C:2]([O:4][CH2:5][C@@H:6]1[CH2:11][C:10]([C:12]2[N:13]=[C:14]([S:17]CC3C=CC(OC)=CC=3)[S:15][CH:16]=2)=[CH:9][CH2:8][N:7]1[C:27]([O:29][CH2:30][CH:31]=[CH2:32])=[O:28])=[O:3].C1(OC)C=CC=CC=1.C(N)(=S)C1C=CN=CC=1. (4) Given the product [C:38]([O:37][C:35]([NH:34][C@H:30]([CH2:31][OH:32])[CH2:29][CH2:28][CH2:27][CH2:26][NH:25][C:23](=[O:24])[O:22][CH2:15][C:16]1[CH:17]=[CH:18][CH:19]=[CH:20][CH:21]=1)=[O:36])([CH3:41])([CH3:40])[CH3:39], predict the reactants needed to synthesize it. The reactants are: C(OC(Cl)=O)(C)C.C(N(CC)CC)C.[CH2:15]([O:22][C:23]([NH:25][CH2:26][CH2:27][CH2:28][CH2:29][C@H:30]([NH:34][C:35]([O:37][C:38]([CH3:41])([CH3:40])[CH3:39])=[O:36])[C:31](O)=[O:32])=[O:24])[C:16]1[CH:21]=[CH:20][CH:19]=[CH:18][CH:17]=1.[BH4-].[Na+]. (5) Given the product [O:1]=[C:2]1[N:10]2[C:13]([CH2:14][CH2:15][NH:16][C:17](=[O:26])[O:18][CH2:19][C:20]3[CH:25]=[CH:24][CH:23]=[CH:22][CH:21]=3)=[N:12][N:11]=[C:9]2[N:8]([CH2:27][CH2:28][CH2:29][CH2:30][CH3:31])[C:7]2[N:6]=[CH:5][NH:4][C:3]1=2, predict the reactants needed to synthesize it. The reactants are: [O:1]=[C:2]1[NH:10]/[C:9](=[N:11]\[N:12]=[CH:13]/[CH2:14][CH2:15][NH:16][C:17](=[O:26])[O:18][CH2:19][C:20]2[CH:25]=[CH:24][CH:23]=[CH:22][CH:21]=2)/[N:8]([CH2:27][CH2:28][CH2:29][CH2:30][CH3:31])[C:7]2[N:6]=[CH:5][NH:4][C:3]1=2.